Dataset: Catalyst prediction with 721,799 reactions and 888 catalyst types from USPTO. Task: Predict which catalyst facilitates the given reaction. (1) Reactant: [C:1]([O:5][C:6]([N:8]1[CH2:13][CH2:12][N:11]([CH:14]([C:26](=[O:29])[NH:27][CH3:28])[CH2:15][C:16]2[CH:25]=[CH:24][C:23]3[C:18](=[CH:19][CH:20]=[CH:21][CH:22]=3)[CH:17]=2)[CH2:10][CH:9]1[CH2:30][CH2:31][OH:32])=[O:7])([CH3:4])([CH3:3])[CH3:2].[C:33](OC(=O)C)(=[O:35])[CH3:34].N1C=CC=CC=1. The catalyst class is: 4. Product: [C:1]([O:5][C:6]([N:8]1[CH2:13][CH2:12][N:11]([CH:14]([C:26](=[O:29])[NH:27][CH3:28])[CH2:15][C:16]2[CH:25]=[CH:24][C:23]3[C:18](=[CH:19][CH:20]=[CH:21][CH:22]=3)[CH:17]=2)[CH2:10][CH:9]1[CH2:30][CH2:31][O:32][C:33](=[O:35])[CH3:34])=[O:7])([CH3:3])([CH3:4])[CH3:2]. (2) Reactant: [CH3:1][C:2]1([CH3:29])[C:7](=[O:8])[N:6](COCC[Si](C)(C)C)[C:5]2[CH:17]=[C:18]([CH2:21][C:22]([O:24]C(C)(C)C)=[O:23])[CH:19]=[CH:20][C:4]=2[S:3]1.C(O)(C(F)(F)F)=O. Product: [CH3:1][C:2]1([CH3:29])[S:3][C:4]2[CH:20]=[CH:19][C:18]([CH2:21][C:22]([OH:24])=[O:23])=[CH:17][C:5]=2[NH:6][C:7]1=[O:8]. The catalyst class is: 2. (3) Reactant: [CH2:1]([O:8][C:9]1[CH:17]=[CH:16][CH:15]=[C:14]([O:18][CH2:19][CH2:20][CH:21]=[CH2:22])[C:10]=1[C:11](Cl)=[O:12])[C:2]1[CH:7]=[CH:6][CH:5]=[CH:4][CH:3]=1.[CH3:23][NH:24][CH3:25]. Product: [CH2:1]([O:8][C:9]1[CH:17]=[CH:16][CH:15]=[C:14]([O:18][CH2:19][CH2:20][CH:21]=[CH2:22])[C:10]=1[C:11]([N:24]([CH3:25])[CH3:23])=[O:12])[C:2]1[CH:7]=[CH:6][CH:5]=[CH:4][CH:3]=1. The catalyst class is: 1. (4) Product: [Cl-:8].[Cl:8][C:9]1[CH:10]=[C:11]([CH:41]=[C:42]([C:44]#[N:45])[CH:43]=1)[O:12][C:13]1[C:14](=[O:40])[N:15]([CH2:23][C:24]2[C:32]3[C:27](=[N:28][CH:29]=[CH:30][CH:31]=3)[N:26]([C:33]([N:35]([CH3:39])[CH2:36][CH2:37][NH3+:38])=[O:34])[N:25]=2)[CH:16]=[CH:17][C:18]=1[C:19]([F:20])([F:21])[F:22]. The catalyst class is: 2. Reactant: FC(F)(F)C([O-])=O.[Cl:8][C:9]1[CH:10]=[C:11]([CH:41]=[C:42]([C:44]#[N:45])[CH:43]=1)[O:12][C:13]1[C:14](=[O:40])[N:15]([CH2:23][C:24]2[C:32]3[C:27](=[N:28][CH:29]=[CH:30][CH:31]=3)[N:26]([C:33]([N:35]([CH3:39])[CH2:36][CH2:37][NH3+:38])=[O:34])[N:25]=2)[CH:16]=[CH:17][C:18]=1[C:19]([F:22])([F:21])[F:20].Cl.O1CCOCC1. (5) Reactant: C(OC([N:8]1[CH2:13][CH2:12][CH:11]([NH:14][C:15]([C:17]2[C:21]([CH3:22])=[C:20]([C:23]3[CH:28]=[CH:27][C:26]([Cl:29])=[CH:25][CH:24]=3)[N:19]([C:30]3[CH:35]=[CH:34][C:33]([Cl:36])=[CH:32][C:31]=3[Cl:37])[N:18]=2)=[O:16])[CH2:10][CH2:9]1)=O)(C)(C)C.FC(F)(F)C(O)=O. Product: [Cl:29][C:26]1[CH:27]=[CH:28][C:23]([C:20]2[N:19]([C:30]3[CH:35]=[CH:34][C:33]([Cl:36])=[CH:32][C:31]=3[Cl:37])[N:18]=[C:17]([C:15]([NH:14][CH:11]3[CH2:12][CH2:13][NH:8][CH2:9][CH2:10]3)=[O:16])[C:21]=2[CH3:22])=[CH:24][CH:25]=1. The catalyst class is: 4. (6) Reactant: [CH2:1]([O:3][C:4](=[O:24])[CH:5]=[C:6]([C:13]1[CH:21]=[CH:20][CH:19]=[C:18]2[C:14]=1[C:15]([C:22]#[N:23])=[CH:16][NH:17]2)[C:7]1[CH:12]=[CH:11][CH:10]=[CH:9][CH:8]=1)[CH3:2].CCOC(C)=O. Product: [CH2:1]([O:3][C:4](=[O:24])[CH2:5][CH:6]([C:13]1[CH:21]=[CH:20][CH:19]=[C:18]2[C:14]=1[C:15]([C:22]#[N:23])=[CH:16][NH:17]2)[C:7]1[CH:8]=[CH:9][CH:10]=[CH:11][CH:12]=1)[CH3:2]. The catalyst class is: 50. (7) Reactant: [Cl:1][C:2]1[CH:3]=[C:4]([CH:19]=[CH:20][C:21]=1[C:22]([OH:24])=O)[C:5]([NH:7][CH2:8][C:9]1[NH:13][C:12]2[CH:14]=[CH:15][C:16]([Cl:18])=[CH:17][C:11]=2[N:10]=1)=[O:6].[CH3:25][O:26][CH2:27][C@H:28]1[CH2:32][CH2:31][CH2:30][NH:29]1.CN(C(ON1N=NC2C=CC=CC1=2)=[N+](C)C)C.[B-](F)(F)(F)F.C(N(CC)CC)C. Product: [Cl:1][C:2]1[CH:3]=[C:4]([CH:19]=[CH:20][C:21]=1[C:22]([N:29]1[CH2:30][CH2:31][CH2:32][C@@H:28]1[CH2:27][O:26][CH3:25])=[O:24])[C:5]([NH:7][CH2:8][C:9]1[NH:13][C:12]2[CH:14]=[CH:15][C:16]([Cl:18])=[CH:17][C:11]=2[N:10]=1)=[O:6]. The catalyst class is: 16.